Dataset: Full USPTO retrosynthesis dataset with 1.9M reactions from patents (1976-2016). Task: Predict the reactants needed to synthesize the given product. (1) Given the product [Cl:1][C:2]1[CH:3]=[CH:4][C:5]([C:8]2[N:12]([C:13]3[CH:18]=[CH:17][CH:16]=[CH:15][C:14]=3[CH2:19][CH3:20])[N:11]=[C:10]([O:21][CH:32]3[CH2:33][CH2:34][N:29]([C:22]([O:24][C:25]([CH3:28])([CH3:27])[CH3:26])=[O:23])[CH2:30][CH2:31]3)[CH:9]=2)=[CH:6][CH:7]=1, predict the reactants needed to synthesize it. The reactants are: [Cl:1][C:2]1[CH:7]=[CH:6][C:5]([C:8]2[N:12]([C:13]3[CH:18]=[CH:17][CH:16]=[CH:15][C:14]=3[CH2:19][CH3:20])[NH:11][C:10](=[O:21])[CH:9]=2)=[CH:4][CH:3]=1.[C:22]([N:29]1[CH2:34][CH2:33][CH:32](OS(C)(=O)=O)[CH2:31][CH2:30]1)([O:24][C:25]([CH3:28])([CH3:27])[CH3:26])=[O:23]. (2) Given the product [F:12][C:2]([F:1])([F:13])[C@@H:3]1[CH2:4][CH2:5][C@H:6]([C:9]([N:22]2[CH2:26][CH2:25][CH2:24][C@@H:23]2[CH2:27][O:28][C:29]2[C:30]([C:35]([NH2:37])=[O:36])=[N:31][CH:32]=[CH:33][CH:34]=2)=[O:11])[CH2:7][CH2:8]1, predict the reactants needed to synthesize it. The reactants are: [F:1][C:2]([F:13])([F:12])[C@@H:3]1[CH2:8][CH2:7][C@H:6]([C:9]([OH:11])=O)[CH2:5][CH2:4]1.C(Cl)(=O)C(Cl)=O.Cl.Cl.[NH:22]1[CH2:26][CH2:25][CH2:24][C@@H:23]1[CH2:27][O:28][C:29]1[C:30]([C:35]([NH2:37])=[O:36])=[N:31][CH:32]=[CH:33][CH:34]=1.C(N(CC)CC)C.Cl. (3) Given the product [C:1]([O:5][C:6](=[O:41])[NH:7][C:8]1([CH2:16][CH2:17][C:18]2[CH:23]=[CH:22][C:21]([O:24][CH2:25][CH2:26][CH2:27][CH2:28][CH2:29][CH2:30][CH3:31])=[C:20]([CH2:32][OH:33])[CH:19]=2)[CH2:9][O:10][C:11]([CH3:15])([CH3:14])[O:12][CH2:13]1)([CH3:2])([CH3:3])[CH3:4], predict the reactants needed to synthesize it. The reactants are: [C:1]([O:5][C:6](=[O:41])[NH:7][C:8]1([C:16]#[C:17][C:18]2[CH:23]=[CH:22][C:21]([O:24][CH2:25][CH2:26][CH2:27][CH2:28][CH2:29][CH2:30][CH3:31])=[C:20]([CH2:32][O:33][Si](C(C)(C)C)(C)C)[CH:19]=2)[CH2:13][O:12][C:11]([CH3:15])([CH3:14])[O:10][CH2:9]1)([CH3:4])([CH3:3])[CH3:2]. (4) Given the product [F:24][C:21]1[CH:22]=[CH:23][C:18]([CH2:17][C:15]2[NH:16][C:12]([C:10]3[C:9]([OH:25])=[C:8]4[C:3]([CH:4]=[CH:5][CH:6]=[N:7]4)=[C:2]([N:29]4[CH2:30][CH2:31][NH:26][C:27](=[O:32])[CH2:28]4)[N:11]=3)=[N:13][N:14]=2)=[CH:19][CH:20]=1, predict the reactants needed to synthesize it. The reactants are: Br[C:2]1[N:11]=[C:10]([C:12]2[NH:16][C:15]([CH2:17][C:18]3[CH:23]=[CH:22][C:21]([F:24])=[CH:20][CH:19]=3)=[N:14][N:13]=2)[C:9]([OH:25])=[C:8]2[C:3]=1[CH:4]=[CH:5][CH:6]=[N:7]2.[NH:26]1[CH2:31][CH2:30][NH:29][CH2:28][C:27]1=[O:32].O. (5) Given the product [N:20]1[CH:24]=[C:23]([CH2:25][CH2:26][NH:27][C:3]2[S:4]/[C:5](=[CH:9]\[C:10]3[CH:11]=[C:12]4[C:17](=[CH:18][CH:19]=3)[N:16]=[CH:15][CH:14]=[CH:13]4)/[C:6](=[O:8])[N:7]=2)[NH:22][CH:21]=1, predict the reactants needed to synthesize it. The reactants are: CS[C:3]1[S:4]/[C:5](=[CH:9]\[C:10]2[CH:11]=[C:12]3[C:17](=[CH:18][CH:19]=2)[N:16]=[CH:15][CH:14]=[CH:13]3)/[C:6](=[O:8])[N:7]=1.[N:20]1[CH:24]=[C:23]([CH2:25][CH2:26][NH2:27])[NH:22][CH:21]=1.CCN(C(C)C)C(C)C. (6) Given the product [CH2:1]([O:8][C:9]1[C:14]([OH:15])=[C:13]([CH:19]([O:20][CH3:31])[O:27][CH3:25])[C:12]([N+:21]([O-:23])=[O:22])=[CH:11][CH:10]=1)[C:2]1[CH:3]=[CH:4][CH:5]=[CH:6][CH:7]=1, predict the reactants needed to synthesize it. The reactants are: [CH2:1]([O:8][C:9]1[C:14]([O:15]C(=O)C)=[C:13]([CH:19]=[O:20])[C:12]([N+:21]([O-:23])=[O:22])=[CH:11][CH:10]=1)[C:2]1[CH:7]=[CH:6][CH:5]=[CH:4][CH:3]=1.Cl.[C:25](OCC)(=[O:27])C.[CH2:31]1COCC1.